From a dataset of Peptide-MHC class I binding affinity with 185,985 pairs from IEDB/IMGT. Regression. Given a peptide amino acid sequence and an MHC pseudo amino acid sequence, predict their binding affinity value. This is MHC class I binding data. (1) The peptide sequence is YTHGIVFDGK. The MHC is HLA-A31:01 with pseudo-sequence HLA-A31:01. The binding affinity (normalized) is 0.534. (2) The peptide sequence is HIGHHYIWIK. The MHC is HLA-A03:01 with pseudo-sequence HLA-A03:01. The binding affinity (normalized) is 0.674. (3) The binding affinity (normalized) is 0.291. The MHC is HLA-A24:02 with pseudo-sequence HLA-A24:02. The peptide sequence is FFLFLLYIL. (4) The peptide sequence is TQDLFLPFY. The MHC is HLA-A30:02 with pseudo-sequence HLA-A30:02. The binding affinity (normalized) is 0.849.